From a dataset of Catalyst prediction with 721,799 reactions and 888 catalyst types from USPTO. Predict which catalyst facilitates the given reaction. Reactant: CS(C)=O.C(Cl)(=O)C(Cl)=O.[CH2:11]([N:18]1[CH2:23][CH:22]2[CH:20]([CH:21]2[CH2:24][OH:25])[CH2:19]1)[C:12]1[CH:17]=[CH:16][CH:15]=[CH:14][CH:13]=1.C(N(CC)CC)C. Product: [CH2:11]([N:18]1[CH2:23][CH:22]2[CH:20]([CH:21]2[CH:24]=[O:25])[CH2:19]1)[C:12]1[CH:13]=[CH:14][CH:15]=[CH:16][CH:17]=1. The catalyst class is: 4.